Dataset: Reaction yield outcomes from USPTO patents with 853,638 reactions. Task: Predict the reaction yield, written as a fraction of the theoretical maximum amount of product (1.0 means a 100% yield; for example, 0.34 means a 34% yield). (1) The reactants are C([O:4][C@@:5]1([CH2:45][CH3:46])[C:42]2[CH:41]=[C:40]3[N:11]([CH2:12][C:13]4[C:14]3=[N:15][C:16]3[C:17]5[C:18]=4[N:19]([CH2:35][CH2:36][CH2:37][CH2:38][CH3:39])[C:20]([CH2:26][NH:27][C:28]([O:30][C:31]([CH3:34])([CH3:33])[CH3:32])=[O:29])=[N:21][C:22]=5[CH:23]=[CH:24][CH:25]=3)[C:10](=[O:43])[C:9]=2[CH2:8][O:7][C:6]1=[O:44])(=O)C.NN.Cl. The catalyst is CO. The product is [C:31]([O:30][C:28]([NH:27][CH2:26][C:20]1[N:19]([CH2:35][CH2:36][CH2:37][CH2:38][CH3:39])[C:18]2=[C:13]3[CH2:12][N:11]4[C:40](=[CH:41][C:42]5[C@:5]([CH2:45][CH3:46])([OH:4])[C:6](=[O:44])[O:7][CH2:8][C:9]=5[C:10]4=[O:43])[C:14]3=[N:15][C:16]3[C:17]2=[C:22]([CH:23]=[CH:24][CH:25]=3)[N:21]=1)=[O:29])([CH3:32])([CH3:33])[CH3:34]. The yield is 0.630. (2) The reactants are [CH2:1]([N:3]([C@@H:11]1[CH2:15][CH2:14][N:13]([C:16]2[C:21]([CH2:22][OH:23])=[CH:20][CH:19]=[CH:18][N:17]=2)[CH2:12]1)[C:4](=[O:10])[O:5][C:6]([CH3:9])([CH3:8])[CH3:7])[CH3:2].[CH3:24][C:25]([CH3:31])([CH3:30])[CH2:26][C:27](O)=[O:28].CCN=C=NCCCN(C)C.C1C=CC2N(O)N=NC=2C=1. The catalyst is C(Cl)Cl.O. The product is [CH3:24][C:25]([CH3:31])([CH3:30])[CH2:26][C:27]([O:23][CH2:22][C:21]1[C:16]([N:13]2[CH2:14][CH2:15][C@@H:11]([N:3]([C:4]([O:5][C:6]([CH3:9])([CH3:7])[CH3:8])=[O:10])[CH2:1][CH3:2])[CH2:12]2)=[N:17][CH:18]=[CH:19][CH:20]=1)=[O:28]. The yield is 0.524. (3) The reactants are [Cl:1][C:2]1[CH:3]=[C:4]([CH:12]([C:35]2[NH:39][C:38]([C:40]3[CH:45]=[N:44][CH:43]=[CH:42][N:41]=3)=[CH:37][CH:36]=2)[CH2:13][C@H:14]2[CH2:34][CH2:33][C:16]3(O[C@H](C4C=CC=CC=4)[C@@H](C4C=CC=CC=4)[O:17]3)[CH2:15]2)[CH:5]=[CH:6][C:7]=1[S:8]([CH3:11])(=[O:10])=[O:9].Cl.C(=O)([O-])O.[Na+]. The catalyst is O1CCCC1.C(OCC)(=O)C. The product is [Cl:1][C:2]1[CH:3]=[C:4]([CH:12]([C:35]2[NH:39][C:38]([C:40]3[CH:45]=[N:44][CH:43]=[CH:42][N:41]=3)=[CH:37][CH:36]=2)[CH2:13][C@H:14]2[CH2:34][CH2:33][C:16](=[O:17])[CH2:15]2)[CH:5]=[CH:6][C:7]=1[S:8]([CH3:11])(=[O:9])=[O:10]. The yield is 0.680. (4) The reactants are [Cl:1][C:2]1[C:7]([S:8]([N:11]([CH3:13])[CH3:12])(=[O:10])=[O:9])=[C:6]([OH:14])[C:5]([NH:15][C:16]2[C:19](=[O:20])[C:18](=[O:21])[C:17]=2OCC)=[CH:4][CH:3]=1.[CH3:25][C:26]1[O:30][C:29]([CH:31]([NH2:37])[CH:32]2[CH2:36][CH2:35][CH2:34][S:33]2)=[CH:28][CH:27]=1. The catalyst is CO. The product is [Cl:1][C:2]1[C:7]([S:8]([N:11]([CH3:13])[CH3:12])(=[O:10])=[O:9])=[C:6]([OH:14])[C:5]([NH:15][C:16]2[C:19](=[O:20])[C:18](=[O:21])[C:17]=2[NH:37][CH:31]([C:29]2[O:30][C:26]([CH3:25])=[CH:27][CH:28]=2)[CH:32]2[CH2:36][CH2:35][CH2:34][S:33]2)=[CH:4][CH:3]=1. The yield is 0.880. (5) The reactants are [Br:1][CH2:2][C:3](Br)=[O:4].CC1C=CC(S(O)(=O)=O)=CC=1.[F:17][C:18]1([F:25])[CH2:22][NH:21][C@H:20]([C:23]#[N:24])[CH2:19]1.C(N(CC)CC)C. The catalyst is C(Cl)Cl. The product is [Br:1][CH2:2][C:3]([N:21]1[CH2:22][C:18]([F:25])([F:17])[CH2:19][C@H:20]1[C:23]#[N:24])=[O:4]. The yield is 0.960. (6) The reactants are Br[C:2]1[CH:10]=[CH:9][C:5]([C:6]([OH:8])=[O:7])=[CH:4][C:3]=1[CH3:11].C([Li])CCC.[CH3:17][C:18]([CH3:20])=[O:19].Cl. The catalyst is O1CCCC1.[OH-].[Na+]. The product is [OH:19][C:18]([C:2]1[CH:10]=[CH:9][C:5]([C:6]([OH:8])=[O:7])=[CH:4][C:3]=1[CH3:11])([CH3:20])[CH3:17]. The yield is 0.420.